From a dataset of Forward reaction prediction with 1.9M reactions from USPTO patents (1976-2016). Predict the product of the given reaction. (1) Given the reactants [C:1]([O:5][C:6]([NH:8][C@H:9]([CH3:20])[C:10](=O)[CH2:11][C:12]([O:14][C:15]([CH3:18])([CH3:17])[CH3:16])=[O:13])=[O:7])([CH3:4])([CH3:3])[CH3:2].[NH3:21].Cl[CH2:23][CH:24]=O, predict the reaction product. The product is: [C:1]([O:5][C:6]([NH:8][C@@H:9]([C:10]1[NH:21][CH:23]=[CH:24][C:11]=1[C:12]([O:14][C:15]([CH3:18])([CH3:17])[CH3:16])=[O:13])[CH3:20])=[O:7])([CH3:4])([CH3:3])[CH3:2]. (2) Given the reactants Cl[C:2]1[C:3]2[NH:10][CH:9]=[CH:8][C:4]=2[N:5]=[CH:6][N:7]=1.[F:11][C:12]1[C:17](B(O)O)=[CH:16][CH:15]=[CH:14][N:13]=1.C([O-])(=O)C.[K+], predict the reaction product. The product is: [F:11][C:12]1[C:17]([C:2]2[C:3]3[NH:10][CH:9]=[CH:8][C:4]=3[N:5]=[CH:6][N:7]=2)=[CH:16][CH:15]=[CH:14][N:13]=1. (3) Given the reactants COC(C1[C:14]2[C:9](=[CH:10][CH:11]=[CH:12][CH:13]=2)[N:8]([C:15]([C:17]2[C:18]([O:24][C:25]3[CH:30]=[C:29]([Cl:31])[CH:28]=[CH:27][C:26]=3[Cl:32])=[N:19][CH:20]=[C:21]([F:23])[CH:22]=2)=[O:16])[CH2:7]C1)=O.[O:33]1[CH:37]=[CH:36][C:35]([CH:38]=O)=[CH:34]1.C([Sn](Cl)(Cl)CCCC)CCC.C1([SiH3])C=CC=CC=1.[CH3:58][N:59](C=O)C, predict the reaction product. The product is: [Cl:32][C:26]1[CH:27]=[CH:28][C:29]([Cl:31])=[CH:30][C:25]=1[O:24][C:18]1[C:17]([C:15]([N:8]2[C:9]3[C:14](=[CH:13][CH:12]=[CH:11][CH:10]=3)[N:59]([CH2:38][C:35]3[CH:36]=[CH:37][O:33][CH:34]=3)[CH2:58][CH2:7]2)=[O:16])=[CH:22][C:21]([F:23])=[CH:20][N:19]=1. (4) Given the reactants C[Al](C)C.[OH:5][CH2:6][C:7]1[CH:8]=[C:9]([CH:14]=[C:15]([CH3:17])[CH:16]=1)[C:10](OC)=[O:11].[CH3:18][NH2:19], predict the reaction product. The product is: [OH:5][CH2:6][C:7]1[CH:8]=[C:9]([CH:14]=[C:15]([CH3:17])[CH:16]=1)[C:10]([NH:19][CH3:18])=[O:11]. (5) The product is: [CH3:1][O:2][C:3]1[CH:4]=[C:5]([CH:17]=[CH:18][CH:19]=1)[CH2:6][O:7][C:8]1[CH:9]=[CH:10][C:11]([C:12]([NH:20][C:21]2[CH:22]=[C:23]([B:28]([OH:30])[OH:29])[CH:24]=[CH:25][C:26]=2[CH3:27])=[O:14])=[CH:15][CH:16]=1. Given the reactants [CH3:1][O:2][C:3]1[CH:4]=[C:5]([CH:17]=[CH:18][CH:19]=1)[CH2:6][O:7][C:8]1[CH:16]=[CH:15][C:11]([C:12]([OH:14])=O)=[CH:10][CH:9]=1.[NH2:20][C:21]1[CH:22]=[C:23]([B:28]([OH:30])[OH:29])[CH:24]=[CH:25][C:26]=1[CH3:27].CCN(C(C)C)C(C)C.CN(C(ON1N=NC2C=CC=NC1=2)=[N+](C)C)C.F[P-](F)(F)(F)(F)F, predict the reaction product. (6) Given the reactants CO.[C:3]([O:7][C:8](=[O:30])[N:9]([CH2:22][CH2:23][S:24][C:25]1[S:26][CH:27]=[CH:28][CH:29]=1)[CH:10]1[CH2:15][CH2:14][N:13](C(=O)C(F)(F)F)[CH2:12][CH2:11]1)([CH3:6])([CH3:5])[CH3:4].C(=O)([O-])[O-].[K+].[K+], predict the reaction product. The product is: [C:3]([O:7][C:8](=[O:30])[N:9]([CH:10]1[CH2:11][CH2:12][NH:13][CH2:14][CH2:15]1)[CH2:22][CH2:23][S:24][C:25]1[S:26][CH:27]=[CH:28][CH:29]=1)([CH3:6])([CH3:4])[CH3:5]. (7) Given the reactants [CH2:1]([O:3][C:4](=[O:21])[C:5]1[CH:10]=[C:9]([O:11][C:12]([F:15])([F:14])[F:13])[C:8]([CH:16]([OH:19])CO)=[CH:7][C:6]=1[NH2:20])[CH3:2].C(OC(=O)C1C=C(C(F)(F)F)C(C=O)=CC=1N)C, predict the reaction product. The product is: [CH2:1]([O:3][C:4](=[O:21])[C:5]1[CH:10]=[C:9]([O:11][C:12]([F:13])([F:14])[F:15])[C:8]([CH:16]=[O:19])=[CH:7][C:6]=1[NH2:20])[CH3:2]. (8) Given the reactants [Cl:1][C:2]1[CH:7]=[CH:6][C:5]([C:8]2[S:17][C:11]3[C:12](=[O:16])[NH:13][CH2:14][CH2:15][C:10]=3[CH:9]=2)=[CH:4][CH:3]=1.[CH3:18][O:19][C:20]([C:22]1[CH:27]=[CH:26][C:25](Br)=[CH:24][N:23]=1)=[O:21].C([O-])([O-])=O.[Cs+].[Cs+], predict the reaction product. The product is: [CH3:18][O:19][C:20]([C:22]1[CH:27]=[CH:26][C:25]([N:13]2[CH2:14][CH2:15][C:10]3[CH:9]=[C:8]([C:5]4[CH:4]=[CH:3][C:2]([Cl:1])=[CH:7][CH:6]=4)[S:17][C:11]=3[C:12]2=[O:16])=[CH:24][N:23]=1)=[O:21]. (9) Given the reactants [CH3:1][O:2][C:3]1[C:8]([O:9][CH3:10])=[CH:7][CH:6]=[CH:5][C:4]=1[N:11]1[C:15]([CH3:16])=[CH:14][C:13]([C:17]([OH:19])=O)=[C:12]1[C:20]1[CH:25]=[CH:24][C:23]([O:26][CH2:27][C:28]([O:30][CH2:31][CH3:32])=[O:29])=[CH:22][CH:21]=1.[CH2:33]([N:40]1[CH2:45][CH2:44][NH:43][C@H:42]([CH2:46][C:47]2[CH:52]=[CH:51][CH:50]=[CH:49][CH:48]=2)[CH2:41]1)[C:34]1[CH:39]=[CH:38][CH:37]=[CH:36][CH:35]=1.CCN=C=NCCCN(C)C.Cl.C1C=CC2N(O)N=NC=2C=1.C(=O)(O)[O-].[Na+], predict the reaction product. The product is: [CH2:31]([O:30][C:28](=[O:29])[CH2:27][O:26][C:23]1[CH:22]=[CH:21][C:20]([C:12]2[N:11]([C:4]3[CH:5]=[CH:6][CH:7]=[C:8]([O:9][CH3:10])[C:3]=3[O:2][CH3:1])[C:15]([CH3:16])=[CH:14][C:13]=2[C:17]([N:43]2[CH2:44][CH2:45][N:40]([CH2:33][C:34]3[CH:39]=[CH:38][CH:37]=[CH:36][CH:35]=3)[CH2:41][C@H:42]2[CH2:46][C:47]2[CH:52]=[CH:51][CH:50]=[CH:49][CH:48]=2)=[O:19])=[CH:25][CH:24]=1)[CH3:32].